From a dataset of Forward reaction prediction with 1.9M reactions from USPTO patents (1976-2016). Predict the product of the given reaction. (1) Given the reactants [S-:1][C:2]#[N:3].[C:4]([O:7][C:8](=O)[CH3:9])(=[O:6])[CH3:5], predict the reaction product. The product is: [C:4]([O:7][CH2:8][CH2:9][S:1][C:2]#[N:3])(=[O:6])[CH3:5]. (2) Given the reactants Cl[CH2:2][CH2:3][CH2:4][CH2:5][N:6]1[CH2:11][CH2:10][C:9]2[C:12]([C:23]#[N:24])=[N:13][N:14]([C:15]3[CH:20]=[CH:19][C:18]([O:21][CH3:22])=[CH:17][CH:16]=3)[C:8]=2[C:7]1=[O:25].[Br-].[K+].[NH:28]1[CH2:33][CH2:32][CH2:31][CH2:30][C:29]1=[O:34].[H-].[Na+].[Br-], predict the reaction product. The product is: [CH3:22][O:21][C:18]1[CH:19]=[CH:20][C:15]([N:14]2[C:8]3[C:7](=[O:25])[N:6]([CH2:5][CH2:4][CH2:3][CH2:2][N:28]4[CH2:33][CH2:32][CH2:31][CH2:30][C:29]4=[O:34])[CH2:11][CH2:10][C:9]=3[C:12]([C:23]#[N:24])=[N:13]2)=[CH:16][CH:17]=1. (3) The product is: [C:23]1([C:2]2[C:6]3[CH:7]=[CH:8][CH:9]=[CH:10][C:5]=3[O:4][C:3]=2[C:11]2[CH:20]=[CH:19][C:18]([O:21][CH3:22])=[C:17]3[C:12]=2[CH:13]=[CH:14][CH:15]=[N:16]3)[CH:28]=[CH:27][CH:26]=[CH:25][CH:24]=1. Given the reactants Br[C:2]1[C:6]2[CH:7]=[CH:8][CH:9]=[CH:10][C:5]=2[O:4][C:3]=1[C:11]1[CH:20]=[CH:19][C:18]([O:21][CH3:22])=[C:17]2[C:12]=1[CH:13]=[CH:14][CH:15]=[N:16]2.[C:23]1(B(O)O)[CH:28]=[CH:27][CH:26]=[CH:25][CH:24]=1, predict the reaction product.